From a dataset of Catalyst prediction with 721,799 reactions and 888 catalyst types from USPTO. Predict which catalyst facilitates the given reaction. (1) Reactant: [NH2:1][C:2]1[CH:10]=[CH:9][C:8]([Cl:11])=[CH:7][C:3]=1[C:4]([OH:6])=[O:5].P([O-])([O-])(O)=O.[Na+].[Na+].[C:19]([C:23]1[CH:28]=[CH:27][C:26]([S:29](Cl)(=[O:31])=[O:30])=[CH:25][CH:24]=1)([CH3:22])([CH3:21])[CH3:20].NC1C=CC=CC=1. Product: [C:19]([C:23]1[CH:28]=[CH:27][C:26]([S:29]([NH:1][C:2]2[CH:10]=[CH:9][C:8]([Cl:11])=[CH:7][C:3]=2[C:4]([OH:6])=[O:5])(=[O:31])=[O:30])=[CH:25][CH:24]=1)([CH3:22])([CH3:20])[CH3:21]. The catalyst class is: 127. (2) Reactant: [CH3:1][CH:2]1[N:7]([CH3:8])[CH2:6][CH2:5][N:4]2[N:9]=[C:10]([NH2:12])[CH:11]=[C:3]12.[C:13]([O:16][CH2:17][C:18]1[C:19]([N:33]2[CH2:44][CH2:43][N:42]3[C:35](=[CH:36][C:37]4[CH2:38][C:39]([CH3:46])([CH3:45])[CH2:40][C:41]=43)[C:34]2=[O:47])=[N:20][CH:21]=[CH:22][C:23]=1[C:24]1[CH:29]=[C:28](Br)[C:27](=[O:31])[N:26]([CH3:32])[CH:25]=1)(=[O:15])[CH3:14].CC1(C)C2C(=C(P(C3C=CC=CC=3)C3C=CC=CC=3)C=CC=2)OC2C(P(C3C=CC=CC=3)C3C=CC=CC=3)=CC=CC1=2.C([O-])([O-])=O.[Cs+].[Cs+]. Product: [C:13]([O:16][CH2:17][C:18]1[C:19]([N:33]2[CH2:44][CH2:43][N:42]3[C:35](=[CH:36][C:37]4[CH2:38][C:39]([CH3:46])([CH3:45])[CH2:40][C:41]=43)[C:34]2=[O:47])=[N:20][CH:21]=[CH:22][C:23]=1[C:24]1[CH:29]=[C:28]([NH:12][C:10]2[CH:11]=[C:3]3[CH:2]([CH3:1])[N:7]([CH3:8])[CH2:6][CH2:5][N:4]3[N:9]=2)[C:27](=[O:31])[N:26]([CH3:32])[CH:25]=1)(=[O:15])[CH3:14]. The catalyst class is: 102. (3) Reactant: [F:1][C:2]([F:22])([F:21])[C:3]1[CH:8]=[CH:7][C:6]([C:9]2[CH:10]=[C:11]3[C:15](=[CH:16][CH:17]=2)[NH:14][CH:13]=[C:12]3[CH2:18][C:19]#[N:20])=[CH:5][CH:4]=1.[H-].[Na+].I[CH3:26]. Product: [CH3:26][N:14]1[C:15]2[C:11](=[CH:10][C:9]([C:6]3[CH:7]=[CH:8][C:3]([C:2]([F:21])([F:1])[F:22])=[CH:4][CH:5]=3)=[CH:17][CH:16]=2)[C:12]([CH2:18][C:19]#[N:20])=[CH:13]1. The catalyst class is: 1. (4) Reactant: O=C1C2C(=CC=CC=2)C(=O)[N:3]1[CH:12]1[CH2:17][CH2:16][N:15]([C:18]([O:20][CH2:21][C:22]2[CH:27]=[CH:26][CH:25]=[CH:24][CH:23]=2)=[O:19])[CH2:14][CH2:13]1.O.NN. Product: [NH2:3][CH:12]1[CH2:13][CH2:14][N:15]([C:18]([O:20][CH2:21][C:22]2[CH:27]=[CH:26][CH:25]=[CH:24][CH:23]=2)=[O:19])[CH2:16][CH2:17]1. The catalyst class is: 8. (5) Reactant: Br[C:2]1[S:3][C:4]([S:17]([N:20]2[CH2:25][CH2:24][CH2:23][CH:22]([OH:26])[CH2:21]2)(=[O:19])=[O:18])=[CH:5][C:6]=1[C:7]1[S:11][C:10]([NH:12][C:13](=[O:15])[CH3:14])=[N:9][C:8]=1[CH3:16].C([Li])CCC.O. Product: [OH:26][CH:22]1[CH2:23][CH2:24][CH2:25][N:20]([S:17]([C:4]2[S:3][CH:2]=[C:6]([C:7]3[S:11][C:10]([NH:12][C:13](=[O:15])[CH3:14])=[N:9][C:8]=3[CH3:16])[CH:5]=2)(=[O:19])=[O:18])[CH2:21]1. The catalyst class is: 1.